Dataset: Full USPTO retrosynthesis dataset with 1.9M reactions from patents (1976-2016). Task: Predict the reactants needed to synthesize the given product. Given the product [CH:6]1[C:1]2[C:20]3[C:9](=[C:10]4[N:7]([C:2]=2[CH:3]=[CH:4][CH:5]=1)[CH:8]=[CH:13][CH:12]=[CH:11]4)[C:14]1[CH:19]=[CH:18][CH:17]=[CH:16][C:15]=1[B:38]1[C:21]=3[CH:22]=[CH:23][CH:24]=[CH:25]1, predict the reactants needed to synthesize it. The reactants are: [C:1]1([C:20]2[CH:25]=[CH:24][CH:23]=[CH:22][CH:21]=2)[CH:6]=[CH:5][CH:4]=[CH:3][C:2]=1[NH:7][C:8]1[CH:13]=[CH:12][CH:11]=[CH:10][C:9]=1[C:14]1[CH:19]=[CH:18][CH:17]=[CH:16][CH:15]=1.C1(C)C=CC=CC=1.C([Li])CCC.[B:38](Cl)(Cl)Cl.